Dataset: Reaction yield outcomes from USPTO patents with 853,638 reactions. Task: Predict the reaction yield, written as a fraction of the theoretical maximum amount of product (1.0 means a 100% yield; for example, 0.34 means a 34% yield). (1) The reactants are [Br:1][C:2]1[N:3]=[C:4]([NH:15][C@H:16]2[CH2:21][CH2:20][C@H:19]([O:22][CH3:23])[CH2:18][CH2:17]2)[C:5]([NH:8][CH2:9][C:10](OCC)=[O:11])=[N:6][CH:7]=1.CO.C(O)(C(F)(F)F)=O.C(=O)(O)[O-].[Na+]. The catalyst is O. The product is [Br:1][C:2]1[N:3]=[C:4]2[N:15]([C@H:16]3[CH2:21][CH2:20][C@H:19]([O:22][CH3:23])[CH2:18][CH2:17]3)[C:10](=[O:11])[CH2:9][NH:8][C:5]2=[N:6][CH:7]=1. The yield is 0.550. (2) The reactants are I[C:2]1[CH:10]=[C:9]2[C:5]([C:6]([CH:19]=[CH:20][C:21]3[CH:26]=[CH:25][CH:24]=[CH:23][CH:22]=3)=[N:7][N:8]2[CH2:11][O:12][CH2:13][CH2:14][Si:15]([CH3:18])([CH3:17])[CH3:16])=[CH:4][CH:3]=1.C([Li])CCC.[N+:32]([C:35]1[CH:36]=[C:37]([C:41](OS(C(F)(F)F)(=O)=O)=[CH2:42])[CH:38]=[CH:39][CH:40]=1)([O-:34])=[O:33]. The catalyst is C1COCC1.[Cl-].[Zn+2].[Cl-].C1C=CC([P]([Pd]([P](C2C=CC=CC=2)(C2C=CC=CC=2)C2C=CC=CC=2)([P](C2C=CC=CC=2)(C2C=CC=CC=2)C2C=CC=CC=2)[P](C2C=CC=CC=2)(C2C=CC=CC=2)C2C=CC=CC=2)(C2C=CC=CC=2)C2C=CC=CC=2)=CC=1. The product is [N+:32]([C:35]1[CH:36]=[C:37]([C:41]([C:2]2[CH:10]=[C:9]3[C:5]([C:6]([CH:19]=[CH:20][C:21]4[CH:22]=[CH:23][CH:24]=[CH:25][CH:26]=4)=[N:7][N:8]3[CH2:11][O:12][CH2:13][CH2:14][Si:15]([CH3:18])([CH3:17])[CH3:16])=[CH:4][CH:3]=2)=[CH2:42])[CH:38]=[CH:39][CH:40]=1)([O-:34])=[O:33]. The yield is 0.520.